This data is from Forward reaction prediction with 1.9M reactions from USPTO patents (1976-2016). The task is: Predict the product of the given reaction. Given the reactants [CH2:1]([OH:7])[CH2:2][CH2:3][CH2:4][CH2:5][CH3:6].[Na].Cl[C:10]1[N:11]=[CH:12][C:13]([C:16]([O:18]C)=[O:17])=[N:14][CH:15]=1, predict the reaction product. The product is: [CH2:1]([O:7][C:10]1[N:11]=[CH:12][C:13]([C:16]([OH:18])=[O:17])=[N:14][CH:15]=1)[CH2:2][CH2:3][CH2:4][CH2:5][CH3:6].